This data is from Full USPTO retrosynthesis dataset with 1.9M reactions from patents (1976-2016). The task is: Predict the reactants needed to synthesize the given product. (1) Given the product [ClH:33].[F:1][C:2]([F:22])([F:23])[C:3]1[CH:21]=[CH:20][C:6]([CH2:7][O:8][NH2:9])=[CH:5][CH:4]=1, predict the reactants needed to synthesize it. The reactants are: [F:1][C:2]([F:23])([F:22])[C:3]1[CH:21]=[CH:20][C:6]([CH2:7][O:8][N:9]2C(=O)C3C(=CC=CC=3)C2=O)=[CH:5][CH:4]=1.O.NN.C([O-])([O-])=O.[K+].[K+].[ClH:33]. (2) Given the product [Cl:1][C:2]1[CH:40]=[CH:39][CH:38]=[CH:37][C:3]=1[O:4][C:5]1[CH:14]=[C:13]([N:15]2[CH2:20][CH2:19][N:18]([CH2:21][C:22]3[CH2:23][O:24][C:25]([CH3:36])([CH3:35])[CH2:26][C:27]=3[C:28]3[CH:29]=[CH:30][C:31]([Cl:34])=[CH:32][CH:33]=3)[CH2:17][CH2:16]2)[CH:12]=[CH:11][C:6]=1[C:7]([OH:9])=[O:8], predict the reactants needed to synthesize it. The reactants are: [Cl:1][C:2]1[CH:40]=[CH:39][CH:38]=[CH:37][C:3]=1[O:4][C:5]1[CH:14]=[C:13]([N:15]2[CH2:20][CH2:19][N:18]([CH2:21][C:22]3[CH2:23][O:24][C:25]([CH3:36])([CH3:35])[CH2:26][C:27]=3[C:28]3[CH:33]=[CH:32][C:31]([Cl:34])=[CH:30][CH:29]=3)[CH2:17][CH2:16]2)[CH:12]=[CH:11][C:6]=1[C:7]([O:9]C)=[O:8].O[Li].O.Cl. (3) Given the product [CH3:36][O:37][C:38]1[CH:43]=[CH:42][C:41]([C:2]2[CH:35]=[CH:34][C:5]3[B:6]([C:16]4[C:21]([C:22]([CH3:24])([CH3:23])[CH3:25])=[CH:20][C:19]([C:26]([CH3:29])([CH3:27])[CH3:28])=[CH:18][C:17]=4[C:30]([CH3:31])([CH3:32])[CH3:33])[C:7]4[CH:14]=[CH:13][C:12]([C:41]5[CH:42]=[CH:43][C:38]([O:37][CH3:36])=[CH:39][CH:40]=5)=[CH:11][C:8]=4[CH:9]=[CH:10][C:4]=3[CH:3]=2)=[CH:40][CH:39]=1, predict the reactants needed to synthesize it. The reactants are: Cl[C:2]1[CH:35]=[CH:34][C:5]2[B:6]([C:16]3[C:21]([C:22]([CH3:25])([CH3:24])[CH3:23])=[CH:20][C:19]([C:26]([CH3:29])([CH3:28])[CH3:27])=[CH:18][C:17]=3[C:30]([CH3:33])([CH3:32])[CH3:31])[C:7]3[CH:14]=[CH:13][C:12](Cl)=[CH:11][C:8]=3[CH:9]=[CH:10][C:4]=2[CH:3]=1.[CH3:36][O:37][C:38]1[CH:43]=[CH:42][C:41]([Mg]Br)=[CH:40][CH:39]=1. (4) Given the product [CH3:11][O:10][C:8]([C:6]1[CH:5]=[CH:19][N:20]([CH3:21])[C:22](=[O:23])[CH:7]=1)=[O:9], predict the reactants needed to synthesize it. The reactants are: O=C1[CH:7]=[C:6]([C:8]([OH:10])=[O:9])[CH:5]=CN1.[C:11](=O)([O-])[O-].[K+].[K+].IC.[CH3:19][N:20]([CH:22]=[O:23])[CH3:21]. (5) Given the product [CH3:19][O:18][C:15]1[CH:16]=[CH:17][C:12]([NH:11][C:4]2[C:5]3[N:6]([CH:8]=[CH:9][N:10]=3)[N:7]=[C:2]([N:28]3[CH2:29][CH2:30][CH:26]([C:24]([OH:25])=[O:23])[CH2:27]3)[CH:3]=2)=[N:13][C:14]=1[O:20][CH3:21], predict the reactants needed to synthesize it. The reactants are: Cl[C:2]1[CH:3]=[C:4]([NH:11][C:12]2[CH:17]=[CH:16][C:15]([O:18][CH3:19])=[C:14]([O:20][CH3:21])[N:13]=2)[C:5]2[N:6]([CH:8]=[CH:9][N:10]=2)[N:7]=1.C[O:23][C:24]([CH:26]1[CH2:30][CH2:29][NH:28][CH2:27]1)=[O:25].C(N(CC)CC)C.C(=O)([O-])[O-].[Cs+].[Cs+]. (6) Given the product [C:27]([C:24]1[CH:25]=[CH:26][C:21]([NH:20][C:3]2[C:2]([F:1])=[C:7]([F:8])[CH:6]=[CH:5][C:4]=2[C:9]2[O:13][C:12]([NH:14][CH:15]([CH2:18][OH:19])[CH2:16][OH:17])=[N:11][N:10]=2)=[C:22]([F:33])[CH:23]=1)#[CH:28], predict the reactants needed to synthesize it. The reactants are: [F:1][C:2]1[C:3]([NH:20][C:21]2[CH:26]=[CH:25][C:24]([C:27]#[C:28][Si](C)(C)C)=[CH:23][C:22]=2[F:33])=[C:4]([C:9]2[O:13][C:12]([NH:14][CH:15]([CH2:18][OH:19])[CH2:16][OH:17])=[N:11][N:10]=2)[CH:5]=[CH:6][C:7]=1[F:8].[F-].[Cs+].C(O)(=O)C. (7) Given the product [O:3]1[C:7]2[CH:8]=[CH:9][CH:10]=[C:11]([CH:12]3[CH2:17][CH2:16][N:15]([CH2:18][CH2:19][C@H:20]4[CH2:21][CH2:22][C@H:23]([NH:26][C:32](=[O:33])[CH2:31][S:28]([CH3:27])(=[O:30])=[O:29])[CH2:24][CH2:25]4)[CH2:14][CH2:13]3)[C:6]=2[CH2:5][CH2:4]1, predict the reactants needed to synthesize it. The reactants are: Cl.Cl.[O:3]1[C:7]2[CH:8]=[CH:9][CH:10]=[C:11]([CH:12]3[CH2:17][CH2:16][N:15]([CH2:18][CH2:19][C@H:20]4[CH2:25][CH2:24][C@H:23]([NH2:26])[CH2:22][CH2:21]4)[CH2:14][CH2:13]3)[C:6]=2[CH2:5][CH2:4]1.[CH3:27][S:28]([CH2:31][C:32](O)=[O:33])(=[O:30])=[O:29]. (8) Given the product [Cl:1][C:2]1[CH:3]=[C:4]([CH:19]=[CH:20][C:21]=1[Cl:22])[CH2:5][N:6]1[CH2:11][CH2:10][N:9]([CH2:12][CH:13]([CH3:18])[C:14]([OH:16])=[O:15])[CH2:8][CH2:7]1, predict the reactants needed to synthesize it. The reactants are: [Cl:1][C:2]1[CH:3]=[C:4]([CH:19]=[CH:20][C:21]=1[Cl:22])[CH2:5][N:6]1[CH2:11][CH2:10][N:9]([CH2:12][CH:13]([CH3:18])[C:14]([O:16]C)=[O:15])[CH2:8][CH2:7]1.O.[OH-].[Li+].CO. (9) Given the product [NH2:24][C:22]([C:21]1[CH:20]=[C:19]([C:25]2[C:30]([F:31])=[CH:29][C:28]([C:32]([OH:35])([CH3:34])[CH3:33])=[CH:27][C:26]=2[F:36])[S:18][C:17]=1[NH:16][C:2]1[CH:3]=[CH:4][C:5]2[N:6]([CH:8]=[C:9]([C:11]([O:13][CH2:14][CH3:15])=[O:12])[N:10]=2)[N:7]=1)=[O:23], predict the reactants needed to synthesize it. The reactants are: Cl[C:2]1[CH:3]=[CH:4][C:5]2[N:6]([CH:8]=[C:9]([C:11]([O:13][CH2:14][CH3:15])=[O:12])[N:10]=2)[N:7]=1.[NH2:16][C:17]1[S:18][C:19]([C:25]2[C:30]([F:31])=[CH:29][C:28]([C:32]([OH:35])([CH3:34])[CH3:33])=[CH:27][C:26]=2[F:36])=[CH:20][C:21]=1[C:22]([NH2:24])=[O:23]. (10) Given the product [F:1][C:2]1[C:3]2[O:28][N:27]=[C:26]([N:29]3[CH2:30][CH2:31][NH:32][CH2:33][CH2:34]3)[C:4]=2[CH:5]=[C:6]2[C:19]=1[N:18]1[CH2:20][C@@H:21]([CH3:25])[O:22][C@@H:23]([CH3:24])[C@@H:17]1[C:8]1([C:13](=[O:14])[NH:12][C:11](=[O:15])[NH:10][C:9]1=[O:16])[CH2:7]2, predict the reactants needed to synthesize it. The reactants are: [F:1][C:2]1[C:3]2[O:28][N:27]=[C:26]([N:29]3[CH2:34][CH2:33][N:32](C(OC(C)(C)C)=O)[CH2:31][CH2:30]3)[C:4]=2[CH:5]=[C:6]2[C:19]=1[N:18]1[CH2:20][C@@H:21]([CH3:25])[O:22][C@@H:23]([CH3:24])[C@@H:17]1[C:8]1([C:13](=[O:14])[NH:12][C:11](=[O:15])[NH:10][C:9]1=[O:16])[CH2:7]2.Cl.